From a dataset of M1 muscarinic receptor antagonist screen with 61,756 compounds. Binary Classification. Given a drug SMILES string, predict its activity (active/inactive) in a high-throughput screening assay against a specified biological target. (1) The result is 0 (inactive). The molecule is O=C1C2C(Nc3c1cccc3)CCCC2. (2) The molecule is s1c(C(N(C2CC2)C(=O)c2nnsc2)C(=O)NC2CCCCC2)c(cc1)C. The result is 0 (inactive). (3) The drug is o1c2nc(c3c(CCCC3)c2c2ncnc(NCCN3CCOCC3)c12)CCC. The result is 0 (inactive). (4) The molecule is S(Cc1ccc(F)cc1)Cc1sc(nn1)N. The result is 0 (inactive). (5) The molecule is O=C(c1ccc(NC(=O)C)cc1)c1ccccc1. The result is 0 (inactive).